Regression. Given two drug SMILES strings and cell line genomic features, predict the synergy score measuring deviation from expected non-interaction effect. From a dataset of NCI-60 drug combinations with 297,098 pairs across 59 cell lines. (1) Drug 1: CS(=O)(=O)OCCCCOS(=O)(=O)C. Cell line: ACHN. Synergy scores: CSS=23.8, Synergy_ZIP=-3.78, Synergy_Bliss=3.01, Synergy_Loewe=-15.6, Synergy_HSA=0.837. Drug 2: C1CCC(C(C1)N)N.C(=O)(C(=O)[O-])[O-].[Pt+4]. (2) Drug 1: C1CC(=O)NC(=O)C1N2CC3=C(C2=O)C=CC=C3N. Drug 2: CNC(=O)C1=NC=CC(=C1)OC2=CC=C(C=C2)NC(=O)NC3=CC(=C(C=C3)Cl)C(F)(F)F. Cell line: SNB-19. Synergy scores: CSS=40.5, Synergy_ZIP=4.75, Synergy_Bliss=2.79, Synergy_Loewe=-10.6, Synergy_HSA=0.611. (3) Drug 1: C1=NNC2=C1C(=O)NC=N2. Drug 2: CC1=C(C(=O)C2=C(C1=O)N3CC4C(C3(C2COC(=O)N)OC)N4)N. Cell line: OVCAR-5. Synergy scores: CSS=41.3, Synergy_ZIP=0.0553, Synergy_Bliss=0.00776, Synergy_Loewe=-19.8, Synergy_HSA=1.10. (4) Drug 1: CC12CCC3C(C1CCC2=O)CC(=C)C4=CC(=O)C=CC34C. Drug 2: CCN(CC)CCNC(=O)C1=C(NC(=C1C)C=C2C3=C(C=CC(=C3)F)NC2=O)C. Cell line: SNB-75. Synergy scores: CSS=21.2, Synergy_ZIP=-3.27, Synergy_Bliss=2.43, Synergy_Loewe=-0.643, Synergy_HSA=-1.38. (5) Drug 1: C1=CC(=CC=C1CCCC(=O)O)N(CCCl)CCCl. Drug 2: B(C(CC(C)C)NC(=O)C(CC1=CC=CC=C1)NC(=O)C2=NC=CN=C2)(O)O. Cell line: SW-620. Synergy scores: CSS=21.2, Synergy_ZIP=-4.51, Synergy_Bliss=-3.37, Synergy_Loewe=-4.12, Synergy_HSA=-0.218. (6) Synergy scores: CSS=17.4, Synergy_ZIP=0.738, Synergy_Bliss=-0.115, Synergy_Loewe=-14.7, Synergy_HSA=-3.90. Drug 1: CCC(=C(C1=CC=CC=C1)C2=CC=C(C=C2)OCCN(C)C)C3=CC=CC=C3.C(C(=O)O)C(CC(=O)O)(C(=O)O)O. Drug 2: CC=C1C(=O)NC(C(=O)OC2CC(=O)NC(C(=O)NC(CSSCCC=C2)C(=O)N1)C(C)C)C(C)C. Cell line: COLO 205.